Dataset: Catalyst prediction with 721,799 reactions and 888 catalyst types from USPTO. Task: Predict which catalyst facilitates the given reaction. (1) Reactant: Br[C:2]1[C:10]2[C:9]([NH:11][C@H:12]([C:14]3[N:19]([C:20]4[CH:25]=[CH:24][CH:23]=[CH:22][CH:21]=4)[C:18](=[O:26])[C:17]4=[C:27]([CH3:30])[CH:28]=[CH:29][N:16]4[N:15]=3)[CH3:13])=[N:8][CH:7]=[N:6][C:5]=2[N:4]([CH2:31][O:32][CH2:33][CH2:34][Si:35]([CH3:38])([CH3:37])[CH3:36])[CH:3]=1.CC1(C)C(C)(C)OB([C:47]2[CH:51]=[CH:50][NH:49][N:48]=2)O1.C(=O)([O-])[O-].[Na+].[Na+].O. Product: [NH:48]1[CH:47]=[CH:51][C:50]([C:2]2[C:10]3[C:9]([NH:11][C@H:12]([C:14]4[N:19]([C:20]5[CH:25]=[CH:24][CH:23]=[CH:22][CH:21]=5)[C:18](=[O:26])[C:17]5=[C:27]([CH3:30])[CH:28]=[CH:29][N:16]5[N:15]=4)[CH3:13])=[N:8][CH:7]=[N:6][C:5]=3[N:4]([CH2:31][O:32][CH2:33][CH2:34][Si:35]([CH3:37])([CH3:36])[CH3:38])[CH:3]=2)=[N:49]1. The catalyst class is: 427. (2) Reactant: [C:1]([CH2:4][CH2:5][C:6]1[C:11]([C:12]([OH:14])=[O:13])=[C:10]([OH:15])[C:9]([CH3:16])=[N:8][CH:7]=1)([OH:3])=[O:2].Cl. Product: [C:1]([CH:4]=[CH:5][C:6]1[C:11]([C:12]([OH:14])=[O:13])=[C:10]([OH:15])[C:9]([CH3:16])=[N:8][CH:7]=1)([OH:3])=[O:2]. The catalyst class is: 5. (3) Reactant: [CH3:1][O:2][C:3](=[O:20])[CH2:4][CH2:5][CH2:6][CH2:7][CH2:8][CH2:9][CH2:10][CH2:11][CH2:12][CH2:13][CH2:14][CH2:15][CH2:16][CH2:17][CH2:18]Br.[N-:21]=[N+:22]=[N-:23].[Na+]. Product: [CH3:1][O:2][C:3](=[O:20])[CH2:4][CH2:5][CH2:6][CH2:7][CH2:8][CH2:9][CH2:10][CH2:11][CH2:12][CH2:13][CH2:14][CH2:15][CH2:16][CH2:17][CH2:18][N:21]=[N+:22]=[N-:23]. The catalyst class is: 10.